Predict the reaction yield, written as a fraction of the theoretical maximum amount of product (1.0 means a 100% yield; for example, 0.34 means a 34% yield). From a dataset of Reaction yield outcomes from USPTO patents with 853,638 reactions. (1) The reactants are Br[Zn][CH2:3][C:4]([O:6][CH2:7][CH3:8])=[O:5].[C:9]1(=[O:14])[CH2:13][CH2:12][CH2:11][CH2:10]1.Cl.C(OCC)(=O)C. The catalyst is C1COCC1. The product is [CH2:7]([O:6][C:4](=[O:5])[CH2:3][C:9]1([OH:14])[CH2:13][CH2:12][CH2:11][CH2:10]1)[CH3:8]. The yield is 0.940. (2) The reactants are [CH3:1][N:2]([CH2:4][C:5]1[CH:13]=[CH:12][C:8]([C:9]([NH2:11])=[O:10])=[C:7]([N+:14]([O-])=O)[CH:6]=1)[CH3:3].O.NN. The catalyst is C(O)C.[C].[Pd]. The product is [NH2:14][C:7]1[CH:6]=[C:5]([CH2:4][N:2]([CH3:3])[CH3:1])[CH:13]=[CH:12][C:8]=1[C:9]([NH2:11])=[O:10]. The yield is 0.650. (3) The reactants are Cl[C:2]1[N:7]=[C:6]([NH:8][CH3:9])[C:5]([N+:10]([O-:12])=[O:11])=[CH:4][N:3]=1.[NH2:13][C:14]1[CH:26]=[CH:25][C:17]([C:18]([N:20]([CH2:23][CH3:24])[CH2:21][CH3:22])=[O:19])=[CH:16][CH:15]=1. The catalyst is C1COCC1.CC(O)C.O. The product is [CH2:23]([N:20]([CH2:21][CH3:22])[C:18]([C:17]1[CH:25]=[CH:26][C:14]([NH:13][C:2]2[N:7]=[C:6]([NH:8][CH3:9])[C:5]([N+:10]([O-:12])=[O:11])=[CH:4][N:3]=2)=[CH:15][CH:16]=1)=[O:19])[CH3:24]. The yield is 0.870. (4) The reactants are [H-].[Na+].[F:3][C:4]1[C:9]([C:10]2[NH:14][CH:13]=[C:12]([CH2:15][N:16]([CH3:24])[C:17](=[O:23])[O:18][C:19]([CH3:22])([CH3:21])[CH3:20])[C:11]=2[F:25])=[CH:8][CH:7]=[CH:6][N:5]=1.C1OCCOCCOCCOCCOC1.[S:41]1[CH:45]=[CH:44][CH:43]=[C:42]1[S:46](Cl)(=[O:48])=[O:47]. The catalyst is O1CCCC1.O. The product is [F:25][C:11]1[C:12]([CH2:15][N:16]([CH3:24])[C:17](=[O:23])[O:18][C:19]([CH3:21])([CH3:22])[CH3:20])=[CH:13][N:14]([S:46]([C:42]2[S:41][CH:45]=[CH:44][CH:43]=2)(=[O:48])=[O:47])[C:10]=1[C:9]1[C:4]([F:3])=[N:5][CH:6]=[CH:7][CH:8]=1. The yield is 0.950.